Predict the reaction yield, written as a fraction of the theoretical maximum amount of product (1.0 means a 100% yield; for example, 0.34 means a 34% yield). From a dataset of Reaction yield outcomes from USPTO patents with 853,638 reactions. (1) The reactants are [F:1][C:2]1[C:3]([OH:10])=[C:4]([CH:7]=[CH:8][CH:9]=1)[CH:5]=O.C(=O)([O-])[O-].[K+].[K+].Br[CH2:18][C:19]([O:21][CH2:22][CH3:23])=[O:20]. The catalyst is CN(C)C=O.O. The product is [F:1][C:2]1[C:3]2[O:10][C:18]([C:19]([O:21][CH2:22][CH3:23])=[O:20])=[CH:5][C:4]=2[CH:7]=[CH:8][CH:9]=1. The yield is 0.520. (2) The reactants are [CH3:1][O:2][C:3]1[CH:4]=[C:5]([CH2:9][CH2:10][C:11]2[NH:15][N:14]=[C:13]([NH2:16])[CH:12]=2)[CH:6]=[N:7][CH:8]=1.Cl[C:18]1[CH:23]=[CH:22][N:21]=[C:20]([NH:24][CH2:25][C:26]2[O:30][N:29]=[C:28]([CH3:31])[CH:27]=2)[N:19]=1.Cl. The catalyst is O1CCOCC1.C(O)C. The product is [CH3:1][O:2][C:3]1[CH:4]=[C:5]([CH2:9][CH2:10][C:11]2[NH:15][N:14]=[C:13]([NH:16][C:18]3[CH:23]=[CH:22][N:21]=[C:20]([NH:24][CH2:25][C:26]4[O:30][N:29]=[C:28]([CH3:31])[CH:27]=4)[N:19]=3)[CH:12]=2)[CH:6]=[N:7][CH:8]=1. The yield is 0.0800. (3) No catalyst specified. The product is [Cl:20][CH2:21][CH2:22][CH2:23][N:8]1[C:7]2[C:2]([F:1])=[CH:3][CH:4]=[C:5]([F:13])[C:6]=2[O:11][CH2:10][C:9]1=[O:12]. The yield is 0.170. The reactants are [F:1][C:2]1[C:7]2[NH:8][C:9](=[O:12])[CH2:10][O:11][C:6]=2[C:5]([F:13])=[CH:4][CH:3]=1.C([O-])([O-])=O.[Cs+].[Cs+].[Cl:20][CH2:21][CH2:22][CH2:23]I. (4) The reactants are [Cl:1][C:2]1[CH:3]=[C:4]([O:8][C:9]2[CH:10]=[C:11]([CH:14]=[C:15]([N+:17]([O-])=O)[CH:16]=2)[C:12]#[N:13])[CH:5]=[N:6][CH:7]=1.O.C([O-])([O-])=O.[Na+].[Na+]. The catalyst is C(O)(=O)C.[Fe]. The product is [NH2:17][C:15]1[CH:14]=[C:11]([CH:10]=[C:9]([O:8][C:4]2[CH:5]=[N:6][CH:7]=[C:2]([Cl:1])[CH:3]=2)[CH:16]=1)[C:12]#[N:13]. The yield is 0.710.